This data is from Peptide-MHC class I binding affinity with 185,985 pairs from IEDB/IMGT. The task is: Regression. Given a peptide amino acid sequence and an MHC pseudo amino acid sequence, predict their binding affinity value. This is MHC class I binding data. The peptide sequence is EYAPFARLL. The MHC is HLA-A29:02 with pseudo-sequence HLA-A29:02. The binding affinity (normalized) is 0.0847.